Dataset: HIV replication inhibition screening data with 41,000+ compounds from the AIDS Antiviral Screen. Task: Binary Classification. Given a drug SMILES string, predict its activity (active/inactive) in a high-throughput screening assay against a specified biological target. (1) The molecule is Cc1[se]c(=N)[nH]c1-c1ccccc1. The result is 0 (inactive). (2) The compound is COc1ccc(C2ON(C)C3CN(C)C(=O)C23)cc1. The result is 0 (inactive).